Dataset: Forward reaction prediction with 1.9M reactions from USPTO patents (1976-2016). Task: Predict the product of the given reaction. (1) Given the reactants C(N(S(F)(F)[F:7])CC)C.[F:10][C:11]1[CH:16]=[CH:15][C:14]([C:17]2[C:26]([CH:27](O)[C:28]3[CH:33]=[CH:32][C:31]([C:34]([F:37])([F:36])[F:35])=[CH:30][CH:29]=3)=[C:25]([CH:39]([CH3:41])[CH3:40])[CH:24]=[C:23]3[C:18]=2[C:19](=[O:44])[CH2:20][C:21]([CH3:43])([CH3:42])[O:22]3)=[CH:13][CH:12]=1.O, predict the reaction product. The product is: [F:10][C:11]1[CH:16]=[CH:15][C:14]([C:17]2[C:26]([CH:27]([F:7])[C:28]3[CH:33]=[CH:32][C:31]([C:34]([F:35])([F:37])[F:36])=[CH:30][CH:29]=3)=[C:25]([CH:39]([CH3:41])[CH3:40])[CH:24]=[C:23]3[C:18]=2[C:19](=[O:44])[CH2:20][C:21]([CH3:42])([CH3:43])[O:22]3)=[CH:13][CH:12]=1. (2) Given the reactants N[C:2]1[CH:3]=[C:4]2[C:9](=[CH:10][CH:11]=1)[CH:8]=[C:7]([S:12]([OH:15])(=[O:14])=[O:13])[CH:6]=[CH:5]2.N([O-])=O.[Na+].[ClH:20], predict the reaction product. The product is: [Cl:20][C:2]1[CH:3]=[C:4]2[C:9](=[CH:10][CH:11]=1)[CH:8]=[C:7]([S:12]([OH:15])(=[O:14])=[O:13])[CH:6]=[CH:5]2.